Dataset: Forward reaction prediction with 1.9M reactions from USPTO patents (1976-2016). Task: Predict the product of the given reaction. (1) Given the reactants [Cl:1][C:2]1[CH:3]=[C:4]([C:8]2([CH:15]([CH3:17])[OH:16])[CH2:13][CH2:12][N:11]([CH3:14])[CH2:10][CH2:9]2)[CH:5]=[CH:6][CH:7]=1.[C:18](OC(=O)C)(=[O:20])[CH3:19], predict the reaction product. The product is: [C:18]([O:16][CH:15]([CH3:17])[C:8]1([C:4]2[CH:5]=[CH:6][CH:7]=[C:2]([Cl:1])[CH:3]=2)[CH2:9][CH2:10][N:11]([CH3:14])[CH2:12][CH2:13]1)(=[O:20])[CH3:19]. (2) Given the reactants [CH2:1]([N:8]([CH2:16][CH2:17][C:18]1[CH:23]=[CH:22][C:21]([S:24][C:25]2[CH:30]=[CH:29][C:28]([OH:31])=[CH:27][CH:26]=2)=[CH:20][CH:19]=1)[C:9](=[O:15])[O:10][C:11]([CH3:14])([CH3:13])[CH3:12])[C:2]1[CH:7]=[CH:6][CH:5]=[CH:4][CH:3]=1.[F:32][C:33]1[CH:38]=[CH:37][C:36](B(O)O)=[CH:35][CH:34]=1.N1C=CC=CC=1, predict the reaction product. The product is: [CH2:1]([N:8]([CH2:16][CH2:17][C:18]1[CH:19]=[CH:20][C:21]([S:24][C:25]2[CH:26]=[CH:27][C:28]([O:31][C:36]3[CH:37]=[CH:38][C:33]([F:32])=[CH:34][CH:35]=3)=[CH:29][CH:30]=2)=[CH:22][CH:23]=1)[C:9](=[O:15])[O:10][C:11]([CH3:13])([CH3:14])[CH3:12])[C:2]1[CH:7]=[CH:6][CH:5]=[CH:4][CH:3]=1. (3) Given the reactants Cl[C:2]1[N:10]=[CH:9][N:8]=[C:7]2[C:3]=1[N:4]=[CH:5][N:6]2[CH:11]1[CH2:16][CH2:15][CH2:14][CH2:13][O:12]1.[F:17][C:18]1[C:23](B(O)O)=[CH:22][CH:21]=[CH:20][N:19]=1.C([O-])(=O)C.[K+].C(O)C, predict the reaction product. The product is: [F:17][C:18]1[C:23]([C:2]2[N:10]=[CH:9][N:8]=[C:7]3[C:3]=2[N:4]=[CH:5][N:6]3[CH:11]2[CH2:16][CH2:15][CH2:14][CH2:13][O:12]2)=[CH:22][CH:21]=[CH:20][N:19]=1. (4) Given the reactants [CH2:1]([O:8][C:9]([N:11]1[CH2:17][CH2:16][CH2:15][CH:14]([NH2:18])[CH:13]([OH:19])[CH2:12]1)=[O:10])[C:2]1[CH:7]=[CH:6][CH:5]=[CH:4][CH:3]=1.C(Cl)CCl.C1C=CC2N(O)N=NC=2C=1.[C:34]([NH:41][C@H:42]([C:47](O)=[O:48])[CH2:43][CH:44]([CH3:46])[CH3:45])([O:36][C:37]([CH3:40])([CH3:39])[CH3:38])=[O:35], predict the reaction product. The product is: [CH2:1]([O:8][C:9]([N:11]1[CH2:17][CH2:16][CH2:15][CH:14]([NH:18][C:47](=[O:48])[C@@H:42]([NH:41][C:34]([O:36][C:37]([CH3:38])([CH3:40])[CH3:39])=[O:35])[CH2:43][CH:44]([CH3:46])[CH3:45])[CH:13]([OH:19])[CH2:12]1)=[O:10])[C:2]1[CH:3]=[CH:4][CH:5]=[CH:6][CH:7]=1. (5) Given the reactants O.[OH-].[K+].Br[C:5]1[CH:9]=[CH:8][S:7][C:6]=1[C:10]([C:13]1[CH:18]=[CH:17][C:16]([O:19][CH3:20])=[CH:15][CH:14]=1)=[N:11][OH:12].COCCO, predict the reaction product. The product is: [CH3:20][O:19][C:16]1[CH:17]=[CH:18][C:13]([C:10]2[C:6]3[S:7][CH:8]=[CH:9][C:5]=3[O:12][N:11]=2)=[CH:14][CH:15]=1. (6) Given the reactants [Cl:1][C:2]1[CH:3]=[C:4]([CH:15]=[CH:16][C:17]=1[F:18])[CH:5]=[N:6][C:7]1[CH:8]=[CH:9][C:10]([C:13]#[N:14])=[N:11][CH:12]=1.[CH2:19]=[CH:20][C:21](=[CH2:23])[CH3:22], predict the reaction product. The product is: [Cl:1][C:2]1[CH:3]=[C:4]([CH:5]2[CH2:22][C:21]([CH3:23])([CH:20]=[CH2:19])[C:12]3[N:11]=[C:10]([C:13]#[N:14])[CH:9]=[CH:8][C:7]=3[NH:6]2)[CH:15]=[CH:16][C:17]=1[F:18].